From a dataset of NCI-60 drug combinations with 297,098 pairs across 59 cell lines. Regression. Given two drug SMILES strings and cell line genomic features, predict the synergy score measuring deviation from expected non-interaction effect. Drug 1: CC12CCC(CC1=CCC3C2CCC4(C3CC=C4C5=CN=CC=C5)C)O. Drug 2: C1CN1P(=S)(N2CC2)N3CC3. Cell line: SNB-75. Synergy scores: CSS=11.9, Synergy_ZIP=-2.52, Synergy_Bliss=2.62, Synergy_Loewe=1.17, Synergy_HSA=2.33.